Dataset: Peptide-MHC class I binding affinity with 185,985 pairs from IEDB/IMGT. Task: Regression. Given a peptide amino acid sequence and an MHC pseudo amino acid sequence, predict their binding affinity value. This is MHC class I binding data. (1) The peptide sequence is RLIDFLKDV. The MHC is HLA-A02:01 with pseudo-sequence HLA-A02:01. The binding affinity (normalized) is 0.814. (2) The MHC is HLA-B46:01 with pseudo-sequence HLA-B46:01. The binding affinity (normalized) is 0.613. The peptide sequence is KQYNVTQAF. (3) The peptide sequence is LLMFSTSAY. The MHC is HLA-B07:02 with pseudo-sequence HLA-B07:02. The binding affinity (normalized) is 0. (4) The peptide sequence is RTRFFCIPK. The MHC is HLA-B44:02 with pseudo-sequence HLA-B44:02. The binding affinity (normalized) is 0.0847. (5) The peptide sequence is EMDKDDESL. The MHC is HLA-A02:06 with pseudo-sequence HLA-A02:06. The binding affinity (normalized) is 0.456. (6) The peptide sequence is ELQENITAH. The MHC is HLA-A02:11 with pseudo-sequence HLA-A02:11. The binding affinity (normalized) is 0.0847. (7) The peptide sequence is MGMEQTMSV. The MHC is HLA-A68:02 with pseudo-sequence HLA-A68:02. The binding affinity (normalized) is 1.00. (8) The peptide sequence is IYYWTAWLI. The MHC is HLA-C04:01 with pseudo-sequence HLA-C04:01. The binding affinity (normalized) is 0.0847. (9) The peptide sequence is WPRHRRLSI. The MHC is HLA-A31:01 with pseudo-sequence HLA-A31:01. The binding affinity (normalized) is 0.258. (10) The peptide sequence is VYDFFVWM. The MHC is H-2-Kb with pseudo-sequence H-2-Kb. The binding affinity (normalized) is 0.506.